Dataset: Full USPTO retrosynthesis dataset with 1.9M reactions from patents (1976-2016). Task: Predict the reactants needed to synthesize the given product. (1) Given the product [Cl:48][C:9]1[N:14]=[C:13]([C:15]2[CH:20]=[C:19]([F:21])[C:18]([O:22][CH2:23][O:24][CH2:25][CH2:26][Si:27]([CH3:30])([CH3:29])[CH3:28])=[CH:17][C:16]=2[CH2:31][C:32]([F:35])([F:34])[F:33])[N:12]=[C:11]2[N:36]([CH:39]3[CH2:44][CH2:43][CH2:42][CH2:41][O:40]3)[N:37]=[CH:38][C:10]=12, predict the reactants needed to synthesize it. The reactants are: C(O[C:9]1[N:14]=[C:13]([C:15]2[CH:20]=[C:19]([F:21])[C:18]([O:22][CH2:23][O:24][CH2:25][CH2:26][Si:27]([CH3:30])([CH3:29])[CH3:28])=[CH:17][C:16]=2[CH2:31][C:32]([F:35])([F:34])[F:33])[N:12]=[C:11]2[N:36]([CH:39]3[CH2:44][CH2:43][CH2:42][CH2:41][O:40]3)[N:37]=[CH:38][C:10]=12)C1C=CC=CC=1.C(Cl)(=O)C([Cl:48])=O. (2) Given the product [Br:1][C:2]1[CH:15]=[CH:14][C:13]2[O:12][CH:11]3[CH2:10][CH2:9][N:8]([CH3:16])[CH2:7][CH:6]3[C:5]3([C:36](=[O:35])[NH:26][C:21](=[O:24])[NH:25]3)[C:4]=2[CH:3]=1, predict the reactants needed to synthesize it. The reactants are: [Br:1][C:2]1[CH:15]=[CH:14][C:13]2[O:12][C@@H:11]3[C@H:6]([CH2:7][N:8]([CH3:16])[CH2:9][CH2:10]3)[C:5](=O)[C:4]=2[CH:3]=1.[C-]#N.[K+].[C:21](=[O:24])([O-])[O-].[NH4+:25].[NH4+:26].OS([O-])=O.[Na+].C([O:35][CH2:36]C)(=O)C. (3) The reactants are: [CH:1]1([S:4]([NH:7][C:8]2[C:28]([NH:29][C:30]3[CH:35]=[CH:34][C:33]([I:36])=[CH:32][C:31]=3[F:37])=[CH:27][C:26]([F:38])=[CH:25][C:9]=2[O:10][C:11]2[CH:12]=[C:13]([NH:17]C(=O)OC(C)(C)C)[CH:14]=[CH:15][CH:16]=2)(=[O:6])=[O:5])[CH2:3][CH2:2]1.C(O)(C(F)(F)F)=O.[OH-].[Na+]. Given the product [NH2:17][C:13]1[CH:12]=[C:11]([CH:16]=[CH:15][CH:14]=1)[O:10][C:9]1[CH:25]=[C:26]([F:38])[CH:27]=[C:28]([NH:29][C:30]2[CH:35]=[CH:34][C:33]([I:36])=[CH:32][C:31]=2[F:37])[C:8]=1[NH:7][S:4]([CH:1]1[CH2:2][CH2:3]1)(=[O:5])=[O:6], predict the reactants needed to synthesize it. (4) The reactants are: [Cl:1][C:2]1[CH:7]=[C:6]([NH:8][C:9]2[C:18]3[C:13](=[CH:14][CH:15]=[CH:16][C:17]=3F)[N:12]=[CH:11][N:10]=2)[CH:5]=[CH:4][C:3]=1[OH:20].[CH2:21]([CH2:23][NH2:24])[OH:22]. Given the product [NH2:24][CH2:23][CH2:21][O:22][C:17]1[CH:16]=[CH:15][CH:14]=[C:13]2[C:18]=1[C:9]([NH:8][C:6]1[CH:5]=[CH:4][C:3]([OH:20])=[C:2]([Cl:1])[CH:7]=1)=[N:10][CH:11]=[N:12]2, predict the reactants needed to synthesize it. (5) Given the product [C:23]([N:26]([C:20](=[O:22])[CH:12]([NH:11][S:8]([C:5]1[CH:4]=[CH:3][C:2]([Cl:1])=[CH:7][CH:6]=1)(=[O:9])=[O:10])[CH2:13][C:14]1[CH:15]=[CH:16][CH:17]=[CH:18][CH:19]=1)[NH2:27])(=[O:25])[CH3:24], predict the reactants needed to synthesize it. The reactants are: [Cl:1][C:2]1[CH:7]=[CH:6][C:5]([S:8]([NH:11][C@H:12]([C:20]([OH:22])=O)[CH2:13][C:14]2[CH:19]=[CH:18][CH:17]=[CH:16][CH:15]=2)(=[O:10])=[O:9])=[CH:4][CH:3]=1.[C:23]([NH:26][NH2:27])(=[O:25])[CH3:24].CCN(C(C)C)C(C)C.CN(C(ON1N=NC2C=CC=NC1=2)=[N+](C)C)C.F[P-](F)(F)(F)(F)F. (6) Given the product [Cl:12][C:13]1[N:14]=[CH:15][C:16]([C:19]([NH:5][CH3:4])=[O:21])=[N:17][CH:18]=1, predict the reactants needed to synthesize it. The reactants are: ClC1C=[CH:4][N:5](C(OC)=O)NC=1.[Cl:12][C:13]1[N:14]=[CH:15][C:16]([C:19]([OH:21])=O)=[N:17][CH:18]=1.ClC1N=CC(C(Cl)=O)=NC=1.S(Cl)(Cl)=O.C(Cl)(=O)C(Cl)=O.CN. (7) Given the product [Br:35][C:36]1[C:37]([N:46]2[CH2:51][CH2:50][N:49]([CH2:52][C:53]3[CH:54]=[N:55][C:56]([O:59][CH3:60])=[CH:57][CH:58]=3)[CH2:48][CH2:47]2)=[C:38]2[N:43]=[C:77]([C:74]3[CH:75]=[CH:76][C:71]([O:70][CH3:69])=[CH:72][CH:73]=3)[NH:42][C:39]2=[N:40][CH:41]=1, predict the reactants needed to synthesize it. The reactants are: BrC1C(N2CCN(C(NC3C=CC=CC=3)=O)CC2)=C2N=C(C3C=CC(N(C)C)=CC=3)NC2=NC=1.[Br:35][C:36]1[C:37]([N:46]2[CH2:51][CH2:50][N:49]([CH2:52][C:53]3[CH:54]=[N:55][C:56]([O:59][CH3:60])=[CH:57][CH:58]=3)[CH2:48][CH2:47]2)=[C:38]([N+:43]([O-])=O)[C:39]([NH2:42])=[N:40][CH:41]=1.[O-]S(S([O-])=O)=O.[Na+].[Na+].[CH3:69][O:70][C:71]1[CH:76]=[CH:75][C:74]([CH:77]=O)=[CH:73][CH:72]=1. (8) Given the product [CH2:26]([O:25][C:23](=[O:24])[N:11]([CH2:12][CH2:13][OH:14])[CH2:10][C:8]1[CH:7]=[CH:6][CH:5]=[C:4]2[C:9]=1[NH:1][CH:2]=[CH:3]2)[C:27]1[CH:32]=[CH:31][CH:30]=[CH:29][CH:28]=1, predict the reactants needed to synthesize it. The reactants are: [NH:1]1[C:9]2[C:4](=[CH:5][CH:6]=[CH:7][C:8]=2[CH2:10][NH:11][CH2:12][CH2:13][OH:14])[CH:3]=[CH:2]1.C(N(CC)CC)C.Cl[C:23]([O:25][CH2:26][C:27]1[CH:32]=[CH:31][CH:30]=[CH:29][CH:28]=1)=[O:24].